Dataset: Forward reaction prediction with 1.9M reactions from USPTO patents (1976-2016). Task: Predict the product of the given reaction. (1) Given the reactants [NH2:1][C:2]1[C:3]([NH:22][CH2:23][C:24]2[CH:29]=[C:28]([Br:30])[CH:27]=[CH:26][C:25]=2[Cl:31])=[N:4][C:5]([NH:8][CH2:9][C@@H:10]2[CH2:14][CH2:13][N:12]([C:15]([O:17][C:18]([CH3:21])([CH3:20])[CH3:19])=[O:16])[CH2:11]2)=[N:6][CH:7]=1.C1C[O:35][CH2:34]C1.C(N1C=CN=C1)(N1C=CN=C1)=O.C(Cl)Cl, predict the reaction product. The product is: [Br:30][C:28]1[CH:27]=[CH:26][C:25]([Cl:31])=[C:24]([CH:29]=1)[CH2:23][N:22]1[C:34](=[O:35])[NH:1][C:2]2[C:3]1=[N:4][C:5]([NH:8][CH2:9][C@@H:10]1[CH2:14][CH2:13][N:12]([C:15]([O:17][C:18]([CH3:21])([CH3:19])[CH3:20])=[O:16])[CH2:11]1)=[N:6][CH:7]=2. (2) Given the reactants Cl[CH2:2][CH2:3][C:4]([NH:6][C:7]1[C:20]2[C:19](=[O:21])[C:18]3[C:13](=[CH:14][CH:15]=[CH:16][C:17]=3[NH:22][C:23](=[O:27])[CH2:24][CH2:25]Cl)[C:12](=[O:28])[C:11]=2[CH:10]=[CH:9][CH:8]=1)=[O:5].[N:29]1[CH:34]=[CH:33]C=[CH:31][CH:30]=1.[CH2:35]([NH:37][CH2:38][CH3:39])[CH3:36], predict the reaction product. The product is: [CH2:34]([N:29]([CH2:30][CH3:31])[CH2:2][CH2:3][C:4]([NH:6][C:7]1[C:20]2[C:19](=[O:21])[C:18]3[C:13](=[CH:14][CH:15]=[CH:16][C:17]=3[NH:22][C:23](=[O:27])[CH2:24][CH2:25][N:37]([CH2:38][CH3:39])[CH2:35][CH3:36])[C:12](=[O:28])[C:11]=2[CH:10]=[CH:9][CH:8]=1)=[O:5])[CH3:33]. (3) Given the reactants [Br:1][C:2]1[N:7]=[C:6]([C@:8]2([CH3:28])[C@@H:13]([F:14])[C@@H:12]([C:15]([F:18])([F:17])[F:16])[O:11][C:10]([NH:19][C:20](=[O:27])[C:21]3[CH:26]=[CH:25][CH:24]=[CH:23][CH:22]=3)=[N:9]2)[C:5]([F:29])=[CH:4][CH:3]=1.[C:30](O[C:30]([O:32][C:33]([CH3:36])([CH3:35])[CH3:34])=[O:31])([O:32][C:33]([CH3:36])([CH3:35])[CH3:34])=[O:31].C(N(CC)CC)C, predict the reaction product. The product is: [C:20]([N:19]([C:10]1[O:11][C@H:12]([C:15]([F:18])([F:17])[F:16])[C@H:13]([F:14])[C@:8]([C:6]2[C:5]([F:29])=[CH:4][CH:3]=[C:2]([Br:1])[N:7]=2)([CH3:28])[N:9]=1)[C:30](=[O:31])[O:32][C:33]([CH3:36])([CH3:35])[CH3:34])(=[O:27])[C:21]1[CH:26]=[CH:25][CH:24]=[CH:23][CH:22]=1. (4) Given the reactants CNCCC(NC[CH2:9][CH2:10][CH2:11][P+:12]([C:25]1[CH:30]=[CH:29][CH:28]=[CH:27][CH:26]=1)([C:19]1[CH:24]=[CH:23][CH:22]=[CH:21][CH:20]=1)[C:13]1[CH:18]=[CH:17][CH:16]=[CH:15][CH:14]=1)=O.[Br-:31].Cl.[N:33]1([C:38](=[NH:40])[NH2:39])[CH:37]=[CH:36]C=N1.[CH:41](N(CC)C(C)C)(C)C.[CH3:50][N:51](C)[CH:52]=[O:53], predict the reaction product. The product is: [NH2:39][C:38](=[NH:40])[N:33]([CH3:41])[CH2:37][CH2:36][C:52]([NH:51][CH2:50][CH2:9][CH2:10][CH2:11][P+:12]([C:25]1[CH:30]=[CH:29][CH:28]=[CH:27][CH:26]=1)([C:13]1[CH:14]=[CH:15][CH:16]=[CH:17][CH:18]=1)[C:19]1[CH:24]=[CH:23][CH:22]=[CH:21][CH:20]=1)=[O:53].[Br-:31]. (5) The product is: [CH:14]([C:17]1[CH:22]=[CH:21][CH:20]=[CH:19][C:18]=1[N:1]1[C:9]2[C:4](=[CH:5][CH:6]=[CH:7][CH:8]=2)[C:3]([C:10]([O:12][CH3:13])=[O:11])=[CH:2]1)([CH3:16])[CH3:15]. Given the reactants [NH:1]1[C:9]2[C:4](=[CH:5][CH:6]=[CH:7][CH:8]=2)[C:3]([C:10]([O:12][CH3:13])=[O:11])=[CH:2]1.[CH:14]([C:17]1[CH:22]=[CH:21][CH:20]=[CH:19][C:18]=1B(O)O)([CH3:16])[CH3:15].N1C=CC=CC=1.C(N(CC)CC)C, predict the reaction product. (6) Given the reactants [CH3:1][N:2]([CH2:10][C:11]1[CH:16]=[CH:15][C:14]([NH:17][S:18]([CH3:21])(=[O:20])=[O:19])=[CH:13][CH:12]=1)[CH2:3][C:4]([O:6][CH2:7][CH:8]=[CH2:9])=[O:5].[C:22](O[C:22]([O:24][C:25]([CH3:28])([CH3:27])[CH3:26])=[O:23])([O:24][C:25]([CH3:28])([CH3:27])[CH3:26])=[O:23], predict the reaction product. The product is: [C:25]([O:24][C:22]([N:17]([C:14]1[CH:13]=[CH:12][C:11]([CH2:10][N:2]([CH3:1])[CH2:3][C:4]([O:6][CH2:7][CH:8]=[CH2:9])=[O:5])=[CH:16][CH:15]=1)[S:18]([CH3:21])(=[O:19])=[O:20])=[O:23])([CH3:28])([CH3:27])[CH3:26]. (7) Given the reactants Cl[C:2]1[C:11]2[C:6](=[CH:7][C:8]([O:14][CH2:15][CH:16]3[CH2:21][CH2:20][N:19]([CH3:22])[CH2:18][CH2:17]3)=[C:9]([O:12][CH3:13])[CH:10]=2)[N:5]=[CH:4][N:3]=1.[OH:23][C:24]1[CH:25]=[C:26]2[C:31](=[CH:32][CH:33]=1)[N:30]=[CH:29][CH:28]=[CH:27]2, predict the reaction product. The product is: [CH3:13][O:12][C:9]1[CH:10]=[C:11]2[C:6](=[CH:7][C:8]=1[O:14][CH2:15][CH:16]1[CH2:21][CH2:20][N:19]([CH3:22])[CH2:18][CH2:17]1)[N:5]=[CH:4][N:3]=[C:2]2[O:23][C:24]1[CH:25]=[C:26]2[C:31](=[CH:32][CH:33]=1)[N:30]=[CH:29][CH:28]=[CH:27]2. (8) The product is: [Cl:1][C:2]1[CH:3]=[C:4]([C:8]#[C:9][C:10]2[N:11]=[C:12]([CH3:15])[N:13]([C:18]3[CH:19]=[CH:20][O:16][CH:17]=3)[CH:14]=2)[CH:5]=[CH:6][CH:7]=1. Given the reactants [Cl:1][C:2]1[CH:3]=[C:4]([C:8]#[C:9][C:10]2[N:11]=[C:12]([CH3:15])[NH:13][CH:14]=2)[CH:5]=[CH:6][CH:7]=1.[O:16]1[CH:20]=[CH:19][C:18](B(O)O)=[CH:17]1, predict the reaction product. (9) Given the reactants [CH2:1]([NH:5][C:6]([CH:8]1[CH2:13][CH2:12][N:11]([C:14]2[C:23]3[C:18](=[CH:19][N:20]=[CH:21][CH:22]=3)[C:17](Br)=[C:16]([C:25]3[CH:30]=[CH:29][N:28]=[C:27](Cl)[CH:26]=3)[N:15]=2)[CH2:10][CH2:9]1)=[O:7])[CH:2]([CH3:4])[CH3:3].C([O-])([O-])=O.[K+].[K+].CB1OB(C)OB(C)O1.[CH:47]1([NH2:53])[CH2:52][CH2:51][CH2:50][CH2:49][CH2:48]1.[CH3:54]C([O-])(C)C.[Na+], predict the reaction product. The product is: [CH2:1]([NH:5][C:6]([CH:8]1[CH2:13][CH2:12][N:11]([C:14]2[C:23]3[C:18](=[CH:19][N:20]=[CH:21][CH:22]=3)[C:17]([CH3:54])=[C:16]([C:25]3[CH:30]=[CH:29][N:28]=[C:27]([NH:53][CH:47]4[CH2:52][CH2:51][CH2:50][CH2:49][CH2:48]4)[CH:26]=3)[N:15]=2)[CH2:10][CH2:9]1)=[O:7])[CH:2]([CH3:4])[CH3:3]. (10) Given the reactants O1CCOCC1.Br[C:8]1[CH:9]=[N:10][N:11]2[CH:16]=[C:15]([Cl:17])[CH:14]=[N:13][C:12]=12.[CH3:18][O:19][C:20]([C:22]1[S:23][C:24]([CH3:36])=[C:25](B2OC(C)(C)C(C)(C)O2)[CH:26]=1)=[O:21].C(=O)([O-])[O-].[Na+].[Na+], predict the reaction product. The product is: [CH3:18][O:19][C:20]([C:22]1[S:23][C:24]([CH3:36])=[C:25]([C:8]2[CH:9]=[N:10][N:11]3[CH:16]=[C:15]([Cl:17])[CH:14]=[N:13][C:12]=23)[CH:26]=1)=[O:21].